From a dataset of Forward reaction prediction with 1.9M reactions from USPTO patents (1976-2016). Predict the product of the given reaction. (1) The product is: [F:37][C:2]([F:1])([F:36])[C:3]1[CH:4]=[C:5]([CH:29]=[C:30]([C:32]([F:33])([F:34])[F:35])[CH:31]=1)[CH2:6][O:7][C@H:8]1[O:13][CH2:12][CH2:11][N:10]([CH2:14][CH2:15][CH2:16][CH2:17][CH2:18][C:19]([OH:21])=[O:20])[C@@H:9]1[C:23]1[CH:28]=[CH:27][CH:26]=[CH:25][CH:24]=1. Given the reactants [F:1][C:2]([F:37])([F:36])[C:3]1[CH:4]=[C:5]([CH:29]=[C:30]([C:32]([F:35])([F:34])[F:33])[CH:31]=1)[CH2:6][O:7][C@H:8]1[O:13][CH2:12][CH2:11][N:10]([CH2:14][CH2:15][CH2:16][CH2:17][CH2:18][C:19]([O:21]C)=[O:20])[C@@H:9]1[C:23]1[CH:28]=[CH:27][CH:26]=[CH:25][CH:24]=1.[OH-].[Na+], predict the reaction product. (2) Given the reactants [CH3:1][NH:2][CH3:3].N1CCOCC1.Cl[C:11]1[N:16]=[C:15]([CH2:17][N:18]2[C:26]3[C:21](=[CH:22][CH:23]=[CH:24][CH:25]=3)[C:20]3([C:38]4[C:29](=[CH:30][C:31]5[O:36][CH2:35][CH2:34][O:33][C:32]=5[CH:37]=4)[O:28][CH2:27]3)[C:19]2=[O:39])[CH:14]=[CH:13][CH:12]=1.ClC1N=CC(CN2C3C(=CC=CC=3)C3(C4C(=CC5OCCOC=5C=4)OC3)C2=O)=CC=1, predict the reaction product. The product is: [CH3:1][N:2]([CH3:3])[C:11]1[N:16]=[C:15]([CH2:17][N:18]2[C:26]3[C:21](=[CH:22][CH:23]=[CH:24][CH:25]=3)[C:20]3([C:38]4[C:29](=[CH:30][C:31]5[O:36][CH2:35][CH2:34][O:33][C:32]=5[CH:37]=4)[O:28][CH2:27]3)[C:19]2=[O:39])[CH:14]=[CH:13][CH:12]=1. (3) Given the reactants [Cl:1][C:2]1[CH:7]=[CH:6][C:5]([C:8](=[O:14])[CH2:9][CH2:10][C:11]([OH:13])=[O:12])=[CH:4][C:3]=1[S:15](=[O:24])(=[O:23])[NH:16][CH:17]1[CH2:22][CH2:21][CH2:20][CH2:19][CH2:18]1.[CH3:25]N(C(ON1N=NC2C=CC=CC1=2)=[N+](C)C)C.F[P-](F)(F)(F)(F)F.CCN(C(C)C)C(C)C.CO, predict the reaction product. The product is: [CH3:25][O:12][C:11](=[O:13])[CH2:10][CH2:9][C:8]([C:5]1[CH:6]=[CH:7][C:2]([Cl:1])=[C:3]([S:15](=[O:24])(=[O:23])[NH:16][CH:17]2[CH2:22][CH2:21][CH2:20][CH2:19][CH2:18]2)[CH:4]=1)=[O:14]. (4) Given the reactants [OH:1][N:2]=[C:3]([C:5]1[CH:10]=[CH:9][CH:8]=[C:7]([CH2:11][N:12]2[C:20]3[C:15](=[CH:16][CH:17]=[CH:18][CH:19]=3)[C:14]3([C:32]4[C:23](=[CH:24][C:25]5[O:30][CH2:29][CH2:28][O:27][C:26]=5[CH:31]=4)[O:22][CH2:21]3)[C:13]2=[O:33])[CH:6]=1)[NH2:4].ON=[C:36]([C:38]1C=CC=C(CN2C3C(=CC=CC=3)C3(COC4C=C5C(=CC3=4)CCO5)C2=O)C=1)N, predict the reaction product. The product is: [CH3:36][C:38]1[O:1][N:2]=[C:3]([C:5]2[CH:6]=[C:7]([CH:8]=[CH:9][CH:10]=2)[CH2:11][N:12]2[C:20]3[C:15](=[CH:16][CH:17]=[CH:18][CH:19]=3)[C:14]3([C:32]4[C:23](=[CH:24][C:25]5[O:30][CH2:29][CH2:28][O:27][C:26]=5[CH:31]=4)[O:22][CH2:21]3)[C:13]2=[O:33])[N:4]=1. (5) The product is: [CH:22](=[O:36])[CH2:23][CH2:24][CH2:25][CH2:26][CH2:27][CH2:28]/[CH:29]=[CH:30]\[CH2:31][CH2:32][CH2:33][CH2:34][CH3:35]. Given the reactants [Cr](O[Cr]([O-])(=O)=O)([O-])(=O)=O.[NH+]1C=CC=CC=1.[NH+]1C=CC=CC=1.[CH2:22]([OH:36])[CH2:23][CH2:24][CH2:25][CH2:26][CH2:27][CH2:28]/[CH:29]=[CH:30]\[CH2:31][CH2:32][CH2:33][CH2:34][CH3:35], predict the reaction product. (6) Given the reactants [C:1]1([C:23]2[CH:28]=[CH:27][CH:26]=[CH:25][CH:24]=2)[CH:6]=[CH:5][C:4]([CH2:7][C@@H:8]([NH:15][C:16]([O:18][C:19]([CH3:22])([CH3:21])[CH3:20])=[O:17])[CH2:9][C@@H:10]([CH3:14])[C:11]([OH:13])=[O:12])=[CH:3][CH:2]=1.CN(C)C=O.C(=O)([O-])[O-].[Cs+].[Cs+].[CH2:40](I)[CH3:41], predict the reaction product. The product is: [CH2:40]([O:12][C:11](=[O:13])[C@H:10]([CH3:14])[CH2:9][C@H:8]([NH:15][C:16]([O:18][C:19]([CH3:22])([CH3:20])[CH3:21])=[O:17])[CH2:7][C:4]1[CH:3]=[CH:2][C:1]([C:23]2[CH:24]=[CH:25][CH:26]=[CH:27][CH:28]=2)=[CH:6][CH:5]=1)[CH3:41].[C:1]1([C:23]2[CH:24]=[CH:25][CH:26]=[CH:27][CH:28]=2)[CH:2]=[CH:3][C:4]([CH2:7][C@@H:8]([NH:15][C:16]([O:18][C:19]([CH3:22])([CH3:20])[CH3:21])=[O:17])[CH2:9][C@@H:10]([CH3:14])[C:11]([OH:13])=[O:12])=[CH:5][CH:6]=1. (7) Given the reactants [CH3:1][C:2]1[C:6]([C:7]([C:10]2[CH:15]=[CH:14][C:13]([O:16][C:17]([F:20])([F:19])[F:18])=[CH:12][CH:11]=2)=[N:8]O)=[C:5]([CH3:21])[O:4][N:3]=1.Cl.C(=O)([O-])O.[Na+], predict the reaction product. The product is: [CH3:1][C:2]1[C:6]([CH:7]([C:10]2[CH:11]=[CH:12][C:13]([O:16][C:17]([F:19])([F:18])[F:20])=[CH:14][CH:15]=2)[NH2:8])=[C:5]([CH3:21])[O:4][N:3]=1.